This data is from Forward reaction prediction with 1.9M reactions from USPTO patents (1976-2016). The task is: Predict the product of the given reaction. (1) The product is: [Cl:13][C:14]1[N:15]=[CH:16][C:17]([C:2]2[S:3][C:4]([C:8]([O:10][CH2:11][CH3:12])=[O:9])=[C:5]([CH3:7])[N:6]=2)=[CH:18][CH:19]=1. Given the reactants Br[C:2]1[S:3][C:4]([C:8]([O:10][CH2:11][CH3:12])=[O:9])=[C:5]([CH3:7])[N:6]=1.[Cl:13][C:14]1[CH:19]=[CH:18][C:17](B(O)O)=[CH:16][N:15]=1.C(=O)([O-])[O-].[K+].[K+], predict the reaction product. (2) The product is: [CH2:17]([NH:16][C:11]1=[N:12][C:13](=[O:15])[S:14]/[C:10]/1=[CH:9]\[CH:6]1[CH2:7][CH2:8][N:3]([CH2:33][C:32]2[CH:35]=[CH:36][C:29]([O:28][C:27]([F:26])([F:37])[F:38])=[CH:30][CH:31]=2)[CH2:4][CH2:5]1)[C:18]#[CH:19]. Given the reactants Cl.Cl.[NH:3]1[CH2:8][CH2:7][CH:6](/[CH:9]=[C:10]2/[C:11]([NH:16][CH2:17][C:18]#[CH:19])=[N:12][C:13](=[O:15])[S:14]/2)[CH2:5][CH2:4]1.C(=O)([O-])[O-].[K+].[K+].[F:26][C:27]([F:38])([F:37])[O:28][C:29]1[CH:36]=[CH:35][C:32]([CH2:33]Br)=[CH:31][CH:30]=1.O, predict the reaction product. (3) Given the reactants [CH2:1]([O:3][C:4]([C:6]1[C:10]([CH2:11][NH:12][CH2:13][C:14]2[CH:19]=[CH:18][C:17]([O:20][CH3:21])=[CH:16][C:15]=2[O:22][CH3:23])=[CH:9][N:8]([CH:24]2[CH2:29][CH2:28][CH2:27][CH2:26][O:25]2)[N:7]=1)=[O:5])[CH3:2].COC1C=C(OC)C=C[C:33]=1[CH2:34][NH2:35].C(O[BH-](O[C:52](=[O:54])[CH3:53])OC(=O)C)(=O)C.[Na+].[O:56]1CCC[CH2:57]1, predict the reaction product. The product is: [CH2:1]([O:3][C:4]([C:6]1[C:10]([CH2:11][N:12]([CH2:13][C:14]2[CH:19]=[CH:18][C:17]([O:20][CH3:21])=[CH:16][C:15]=2[O:22][CH3:23])[C:57]([N:35]2[CH2:53][CH2:52][O:54][CH2:33][CH2:34]2)=[O:56])=[CH:9][N:8]([CH:24]2[CH2:29][CH2:28][CH2:27][CH2:26][O:25]2)[N:7]=1)=[O:5])[CH3:2]. (4) Given the reactants [NH2:1][C:2]1[N:7]=[C:6](S(C)=O)[C:5]([C:11]2[CH:12]=[CH:13][C:14](=[O:20])[N:15]([CH:17]([CH3:19])[CH3:18])[N:16]=2)=[C:4]([C:21]2[CH:26]=[CH:25][CH:24]=[CH:23][CH:22]=2)[N:3]=1.[CH3:27][NH2:28], predict the reaction product. The product is: [NH2:1][C:2]1[N:7]=[C:6]([NH:28][CH3:27])[C:5]([C:11]2[CH:12]=[CH:13][C:14](=[O:20])[N:15]([CH:17]([CH3:19])[CH3:18])[N:16]=2)=[C:4]([C:21]2[CH:26]=[CH:25][CH:24]=[CH:23][CH:22]=2)[N:3]=1. (5) Given the reactants [CH2:1]([P:3]([CH2:6][OH:7])(=[O:5])[OH:4])[CH3:2].[CH2:8](O)[CH2:9][CH2:10][CH3:11], predict the reaction product. The product is: [CH2:1]([P:3]([CH2:6][OH:7])(=[O:4])[O:5][CH2:8][CH2:9][CH2:10][CH3:11])[CH3:2]. (6) Given the reactants [NH2:1][C:2]1[CH:9]=[CH:8][CH:7]=[CH:6][C:3]=1[C:4]#[N:5].[C:10]1([CH3:20])[CH:15]=[CH:14][C:13]([S:16](Cl)(=[O:18])=[O:17])=[CH:12][CH:11]=1.O, predict the reaction product. The product is: [C:4]([C:3]1[CH:6]=[CH:7][CH:8]=[CH:9][C:2]=1[NH:1][S:16]([C:13]1[CH:14]=[CH:15][C:10]([CH3:20])=[CH:11][CH:12]=1)(=[O:18])=[O:17])#[N:5].